Dataset: Catalyst prediction with 721,799 reactions and 888 catalyst types from USPTO. Task: Predict which catalyst facilitates the given reaction. (1) Reactant: [Cl:1][C:2]1[N:7]=[C:6]([C:8]2[S:12][C:11]([C:13]([NH:16][C:17]([O:19][C:20]([CH3:23])([CH3:22])[CH3:21])=[O:18])([CH3:15])[CH3:14])=[N:10][C:9]=2[C:24]2[C:25]([F:37])=[C:26]([NH:30]C(=O)OCC=C)[CH:27]=[CH:28][CH:29]=2)[CH:5]=[CH:4][N:3]=1.C([SnH](CCCC)CCCC)CCC.O. Product: [NH2:30][C:26]1[C:25]([F:37])=[C:24]([C:9]2[N:10]=[C:11]([C:13]([NH:16][C:17](=[O:18])[O:19][C:20]([CH3:23])([CH3:22])[CH3:21])([CH3:15])[CH3:14])[S:12][C:8]=2[C:6]2[CH:5]=[CH:4][N:3]=[C:2]([Cl:1])[N:7]=2)[CH:29]=[CH:28][CH:27]=1. The catalyst class is: 668. (2) The catalyst class is: 1. Product: [F:1][C:2]1[CH:7]=[CH:6][C:5]([C:8]2([CH2:28][CH2:29][CH2:30][OH:31])[C:16]3[C:11](=[CH:12][C:13]([C:17]#[N:18])=[CH:14][CH:15]=3)[CH2:10][O:9]2)=[CH:4][CH:3]=1. Reactant: [F:1][C:2]1[CH:7]=[CH:6][C:5]([CH:8]2[C:16]3[C:11](=[CH:12][C:13]([C:17]#[N:18])=[CH:14][CH:15]=3)[CH2:10][O:9]2)=[CH:4][CH:3]=1.[Li+].CC([N-]C(C)C)C.Br[CH2:28][CH2:29][CH2:30][O:31][Si](C(C)(C)C)(C)C. (3) Reactant: [Cl:1][C:2]1[C:3]([CH:31]=O)=[C:4]([O:26][C:27]([F:30])([F:29])[F:28])[CH:5]=[C:6]2[C:11]=1[N:10]=[CH:9][N:8]([CH2:12][C:13]1[CH:18]=[C:17]([Cl:19])[CH:16]=[CH:15][C:14]=1[S:20]([CH2:23][CH3:24])(=[O:22])=[O:21])[C:7]2=[O:25].ClC1C(CN2CC[C@@H](NC(=O)OC(C)(C)C)C2)=C(OC(F)(F)F)C=C2C=1N=CN(CC1C=C(Cl)C=CC=1S(CC)(=O)=O)C2=O.[CH3:77][N:78]([CH2:86][C@@H:87]1[CH2:91][CH2:90][NH:89][CH2:88]1)C(=O)OC(C)(C)C. The catalyst class is: 22. Product: [Cl:1][C:2]1[C:3]([CH2:31][N:89]2[CH2:90][CH2:91][C@@H:87]([CH2:86][NH:78][CH3:77])[CH2:88]2)=[C:4]([O:26][C:27]([F:28])([F:29])[F:30])[CH:5]=[C:6]2[C:11]=1[N:10]=[CH:9][N:8]([CH2:12][C:13]1[CH:18]=[C:17]([Cl:19])[CH:16]=[CH:15][C:14]=1[S:20]([CH2:23][CH3:24])(=[O:21])=[O:22])[C:7]2=[O:25]. (4) Reactant: [Cl:1][C:2]1[CH:3]=[C:4](/[CH:9]=[CH:10]/[C:11]([N:13]2[CH2:19][CH2:18][C:17](=[O:20])[N:16]([CH2:21][CH:22]3[CH2:24][O:23]3)[CH2:15][CH2:14]2)=[O:12])[CH:5]=[CH:6][C:7]=1[Cl:8].Cl.[F:26][CH:27]1[CH2:32][CH2:31][NH:30][CH2:29][CH2:28]1.CCN(CC)CC. Product: [Cl:1][C:2]1[CH:3]=[C:4](/[CH:9]=[CH:10]/[C:11]([N:13]2[CH2:19][CH2:18][C:17](=[O:20])[N:16]([CH2:21][CH:22]([OH:23])[CH2:24][N:30]3[CH2:31][CH2:32][CH:27]([F:26])[CH2:28][CH2:29]3)[CH2:15][CH2:14]2)=[O:12])[CH:5]=[CH:6][C:7]=1[Cl:8]. The catalyst class is: 5. (5) Reactant: BrC1C=CC(O)=C(C2C=[CH:16][C:15]3[C:10](=[CH:11][CH:12]=[C:13]([C:18]4[N:22]([CH:23]5[CH2:28][CH2:27][CH2:26][CH2:25][CH2:24]5)[C:21]5[CH:29]=[CH:30][C:31]([C:33]([OH:35])=[O:34])=[CH:32][C:20]=5[N:19]=4)[CH:14]=3)[N:9]=2)C=1.C(OC(C1C=CC2N(C3CCCCC3)C(C3C=CC(N)=C(C=O)C=3)=NC=2C=1)=O)C.[CH2:66]([O:73][C:74]1[CH:75]=[CH:76][C:77]2[O:81][C:80]([CH3:82])=[C:79]([C:83](=O)[CH3:84])[C:78]=2[CH:86]=1)[C:67]1[CH:72]=[CH:71][CH:70]=[CH:69][CH:68]=1.[OH-].[K+]. Product: [CH2:66]([O:73][C:74]1[CH:75]=[CH:76][C:77]2[O:81][C:80]([CH3:82])=[C:79]([C:83]3[CH:84]=[CH:16][C:15]4[C:10](=[CH:11][CH:12]=[C:13]([C:18]5[N:22]([CH:23]6[CH2:24][CH2:25][CH2:26][CH2:27][CH2:28]6)[C:21]6[CH:29]=[CH:30][C:31]([C:33]([OH:35])=[O:34])=[CH:32][C:20]=6[N:19]=5)[CH:14]=4)[N:9]=3)[C:78]=2[CH:86]=1)[C:67]1[CH:72]=[CH:71][CH:70]=[CH:69][CH:68]=1. The catalyst class is: 8. (6) Reactant: [Cl:1][C:2]1[CH:3]=[C:4]([NH2:17])[C:5]([NH:8][C@H:9]2[CH2:12][C@@H:11]([S:13]([CH3:16])(=[O:15])=[O:14])[CH2:10]2)=[CH:6][CH:7]=1.[Cl:18][CH2:19][C:20](OC)(OC)OC. Product: [Cl:1][C:2]1[CH:7]=[CH:6][C:5]2[N:8]([C@H:9]3[CH2:10][C@@H:11]([S:13]([CH3:16])(=[O:14])=[O:15])[CH2:12]3)[C:20]([CH2:19][Cl:18])=[N:17][C:4]=2[CH:3]=1. The catalyst class is: 8. (7) Reactant: C(N(CC)C(C)C)(C)C.Cl.[C:11]1([C@@H:17]2[CH2:19][C@H:18]2[NH2:20])[CH:16]=[CH:15][CH:14]=[CH:13][CH:12]=1.Br[CH2:22][C:23]([O:25][CH3:26])=[O:24]. Product: [C:11]1([C@@H:17]2[CH2:19][C@H:18]2[NH:20][CH2:22][C:23]([O:25][CH3:26])=[O:24])[CH:16]=[CH:15][CH:14]=[CH:13][CH:12]=1. The catalyst class is: 23. (8) Reactant: B.C1COCC1.B1(C)OC(C2C=CC=CC=2)(C2C=CC=CC=2)[C@H]2N1CCC2.[F:28][C:29]1[CH:34]=[CH:33][C:32]([C:35](=[O:42])[CH2:36][CH2:37][C:38]([O:40][CH3:41])=[O:39])=[CH:31][C:30]=1[CH3:43]. Product: [F:28][C:29]1[CH:34]=[CH:33][C:32]([C@H:35]([OH:42])[CH2:36][CH2:37][C:38]([O:40][CH3:41])=[O:39])=[CH:31][C:30]=1[CH3:43]. The catalyst class is: 247. (9) Reactant: [F:1][C:2]([F:11])([F:10])[C:3]1[N:8]=[CH:7][C:6]([NH2:9])=[CH:5][CH:4]=1.[N:12]([O-])=O.[Na+].O.O.[Sn](Cl)Cl.[OH-].[Na+]. Product: [F:11][C:2]([F:1])([F:10])[C:3]1[N:8]=[CH:7][C:6]([NH:9][NH2:12])=[CH:5][CH:4]=1. The catalyst class is: 126. (10) Reactant: [C:1]([O:5]C(=O)NC1(CCC2C=CC(O)=C(C(F)(F)F)C=2)CO[C:1]([CH3:3])([CH3:2])[O:5]C1)(C)([CH3:3])[CH3:2].C(N(CC)CC)C.[F:37][C:38]([F:44])([F:43])[S:39]([OH:42])(=[O:41])=[O:40].O. Product: [CH2-:2][C:1]([CH3:3])=[O:5].[O-:42][S:39]([C:38]([F:44])([F:43])[F:37])(=[O:41])=[O:40]. The catalyst class is: 2.